From a dataset of Catalyst prediction with 721,799 reactions and 888 catalyst types from USPTO. Predict which catalyst facilitates the given reaction. Reactant: Cl[C:2]1[N:7]=[CH:6][N:5]2[N:8]=[CH:9][C:10]([C:11]([O:13][CH3:14])=[O:12])=[C:4]2[CH:3]=1.[F:15][C:16]1[CH:17]=[C:18]([CH:21]=[CH:22][CH:23]=1)[CH2:19][NH2:20].C(N(CC)C(C)C)(C)C. Product: [F:15][C:16]1[CH:17]=[C:18]([CH:21]=[CH:22][CH:23]=1)[CH2:19][NH:20][C:2]1[CH:3]=[CH:4][N:5]2[N:8]=[CH:9][C:10]([C:11]([O:13][CH3:14])=[O:12])=[C:6]2[N:7]=1. The catalyst class is: 8.